From a dataset of Experimentally validated miRNA-target interactions with 360,000+ pairs, plus equal number of negative samples. Binary Classification. Given a miRNA mature sequence and a target amino acid sequence, predict their likelihood of interaction. (1) The miRNA is hsa-miR-6867-3p with sequence CUCUCCCUCUUUACCCACUAG. The protein sequence of the target gene is MFPFSGCWRTELLLLLLLAVAVRESWQIEEKSCDLVGEKDKESKNEVALLERLRPLFNKSFESTVGQGSDTYSYIFRVCREASNHSSGAGLVQINKSNDKETVVGRINETHIFNGSNWIMLIYKGGDEYDNHCGKEQRRAVVMISCNRHTLAANFNPVSEERGKVQDCFYLFEMDSSLACSPEVSHLSVGSILLVIFASLVAVYIIGGFLYQRLVVGAKGMEQFPHLAFWQDLGNLVADGCDFVCRSKPRNVPAAYRGVGDDQLGEESEERDDHLLPM. Result: 0 (no interaction). (2) The miRNA is rno-miR-320-3p with sequence AAAAGCUGGGUUGAGAGGGCGA. The protein sequence of the target gene is MGDLPGLVRLSIALRIQPNDGPVFFKVDGQRFGQNRTIKLLTGSSYKVEVKIKPTTLQVENISIGGVLVPLELKGKEPDGERVVYTGIYDTEGVAPTKSGERQPIQITMPFTDIGTFETVWQVKFYNYHKRDHCQWGSPFSVIEYECKPNETRSLMWVNKESFL. Result: 0 (no interaction). (3) The miRNA is mmu-miR-302c-3p with sequence AAGUGCUUCCAUGUUUCAGUGG. The protein sequence of the target gene is MLGMYVPDRFSLKSSRVQDGMGLYTARRVRKGEKFGPFAGEKRMPEDLDENMDYRLMWEVRGSKGEVLYILDATNPRHSNWLRFVHEAPSQEQKNLAAIQEGENIFYLAVEDIETDTELLIGYLDSDMEAEEEEQQIMTVIKEGEVENSRRQSTAGRKDRLGCKEDYACPQCESSFTSEDILAEHLQTLHQKPTEEKEFKCKNCGKKFPVKQALQRHVLQCTAKSSLKESSRSFQCSVCNSSFSSASSFEQHQETCRGDARFVCKADSCGKRLKSKDALKRHQENVHTGDPKKKLICSVC.... Result: 0 (no interaction). (4) The miRNA is hsa-miR-5687 with sequence UUAGAACGUUUUAGGGUCAAAU. The protein sequence of the target gene is MADGDSGSERGGGGGPCGFQPASRGGGEQETQELASKRLDIQNKRFYLDVKQNAKGRFLKIAEVGAGGSKSRLTLSMAVAAEFRDSLGDFIEHYAQLGPSSPEQLAAGAEEGGGPRRALKSEFLVRENRKYYLDLKENQRGRFLRIRQTVNRGGGGFGAGPGPGGLQSGQTIALPAQGLIEFRDALAKLIDDYGGEDDELAGGPGGGAGGPGGGLYGELPEGTSITVDSKRFFFDVGCNKYGVFLRVSEVKPSYRNAITVPFKAWGKFGGAFCRYADEMKEIQERQRDKLYERRGGGSGG.... Result: 1 (interaction). (5) The miRNA is hsa-miR-16-5p with sequence UAGCAGCACGUAAAUAUUGGCG. The protein sequence of the target gene is MRSMKALQKALSRAGSHCGRGGWGHPSRSPLLGGGVRHHLSEAAAQGRETPHSHQPQHQDHDSSESGMLSRLGDLLFYTIAEGQERIPIHKFTTALKATGLQTSDPRLRDCMSEMHRVVQESSSGGLLDRDLFRKCVSSNIVLLTQAFRKKFVIPDFEEFTGHVDRIFEDVKELTGGKVAAYIPQLAKSNPDLWGVSLCTVDGQRHSVGHTKIPFCLQSCVKPLTYAISISTLGTDYVHKFVGKEPSGLRYNKLSLNEEGIPHNPMVNAGAIVVSSLIKMDCNKAEKFDFVLQYLNKMAG.... Result: 1 (interaction). (6) The miRNA is hsa-miR-4526 with sequence GCUGACAGCAGGGCUGGCCGCU. The protein sequence of the target gene is MEGERKNNNKRWYFTREQLENSPSRRFGVDPDKELSYRQQAANLLQDMGQRLNVSQLTINTAIVYMHRFYMIQSFTQFPGNSVAPAALFLAAKVEEQPKKLEHVIKVAHTCLHPQESLPDTRSEAYLQQVQDLVILESIILQTLGFELTIDHPHTHVVKCTQLVRASKDLAQTSYFMATNSLHLTTFSLQYTPPVVACVCIHLACKWSNWEIPVSTDGKHWWEYVDATVTLELLDELTHEFLQILEKTPNRLKRIWNWRACEAAKKTKADDRGTDEKTSEQTILNMISQSSSDTTIAGLM.... Result: 1 (interaction). (7) The miRNA is hsa-miR-3200-5p with sequence AAUCUGAGAAGGCGCACAAGGU. The protein sequence of the target gene is MKLHCCLFTLVASIIVPAAFVLEDVDFDQMVSLEANRSSYNASFPSSFELSASSHSDDDVIIAKEGTSVSIECLLTASHYEDVHWHNSKGQQLDGRSRGGKWLVSDNFLNITNVAFDDRGLYTCFVTSPIRASYSVTLRVIFTSGDMSVYYMIVCLIAFTITLILNVTRLCMMSSHLRKTEKAINEFFRTEGAEKLQKAFEIAKRIPIITSAKTLELAKVTQFKTMEFARYIEELARSVPLPPLILNCRAFVEEMFEAVRVDDPDDLGERIKERPALNAQGGIYVINPEMGRSNSPGGDS.... Result: 1 (interaction).